The task is: Predict the reactants needed to synthesize the given product.. This data is from Full USPTO retrosynthesis dataset with 1.9M reactions from patents (1976-2016). (1) Given the product [F:31][C:28]([F:29])([F:30])[S:25]([O:24][C:22]([C@H:21]([CH3:32])[CH2:20][C@@H:15]1[O:14][C@@:13]2([CH2:33][I:34])[CH2:12][C@H:11]([CH2:10][CH2:9][CH2:8][OH:7])[O:19][C@H:18]2[CH2:17][CH2:16]1)=[CH2:23])(=[O:27])=[O:26], predict the reactants needed to synthesize it. The reactants are: C([O:7][CH2:8][CH2:9][CH2:10][C@@H:11]1[O:19][C@@H:18]2[C@@:13]([CH2:33][I:34])([O:14][C@@H:15]([CH2:20][C@@H:21]([CH3:32])[C:22]([O:24][S:25]([C:28]([F:31])([F:30])[F:29])(=[O:27])=[O:26])=[CH2:23])[CH2:16][CH2:17]2)[CH2:12]1)(=O)C(C)(C)C.CC(C[AlH]CC(C)C)C.C1(C)C=CC=CC=1. (2) Given the product [F:18][C:19]1[CH:20]=[C:21]([C:2]2[C:10]3[N:9]4[CH2:11][CH2:12][CH2:13][NH:14][C:15](=[O:16])[C:8]4=[CH:7][C:6]=3[CH:5]=[C:4]([F:17])[CH:3]=2)[CH:22]=[CH:23][C:24]=1[F:25], predict the reactants needed to synthesize it. The reactants are: Br[C:2]1[C:10]2[N:9]3[CH2:11][CH2:12][CH2:13][NH:14][C:15](=[O:16])[C:8]3=[CH:7][C:6]=2[CH:5]=[C:4]([F:17])[CH:3]=1.[F:18][C:19]1[CH:20]=[C:21](B(O)O)[CH:22]=[CH:23][C:24]=1[F:25].